From a dataset of Catalyst prediction with 721,799 reactions and 888 catalyst types from USPTO. Predict which catalyst facilitates the given reaction. (1) Reactant: [Si:1]([O:8][C:9]1[C:17]2[N:16]=[C:15]([CH:18]([F:20])[F:19])[N:14]([C:21]3[N:26]=[C:25](Cl)[N:24]=[C:23]([N:28]4[CH2:33][CH2:32][O:31][CH2:30][CH2:29]4)[N:22]=3)[C:13]=2[CH:12]=[CH:11][CH:10]=1)([C:4]([CH3:7])([CH3:6])[CH3:5])([CH3:3])[CH3:2].[CH3:34][NH:35][CH:36]1[CH2:41][CH2:40][N:39]([C:42]([O:44][C:45]([CH3:48])([CH3:47])[CH3:46])=[O:43])[CH2:38][CH2:37]1.CCN(C(C)C)C(C)C. Product: [Si:1]([O:8][C:9]1[C:17]2[N:16]=[C:15]([CH:18]([F:20])[F:19])[N:14]([C:21]3[N:22]=[C:23]([N:28]4[CH2:33][CH2:32][O:31][CH2:30][CH2:29]4)[N:24]=[C:25]([N:35]([CH3:34])[CH:36]4[CH2:37][CH2:38][N:39]([C:42]([O:44][C:45]([CH3:47])([CH3:46])[CH3:48])=[O:43])[CH2:40][CH2:41]4)[N:26]=3)[C:13]=2[CH:12]=[CH:11][CH:10]=1)([C:4]([CH3:7])([CH3:6])[CH3:5])([CH3:3])[CH3:2]. The catalyst class is: 20. (2) Reactant: B1(C)[O:8][C:7]([C:15]2[CH:20]=[CH:19][CH:18]=[CH:17][CH:16]=2)(C2C=CC=CC=2)[C@H:6]2[N:2]1CCC2.B.C1COCC1.N1C=CC=C2CCC(=O)C=12. Product: [N:2]1[CH:16]=[CH:17][CH:18]=[C:19]2[CH2:20][CH2:15][C@@H:7]([OH:8])[C:6]=12. The catalyst class is: 1. (3) The catalyst class is: 4. Reactant: [C:1]([NH2:5])([CH3:4])([CH3:3])[CH3:2].[I:6][C:7]1[CH:8]=[C:9]([S:13](Cl)(=[O:15])=[O:14])[CH:10]=[CH:11][CH:12]=1.C(N(CC)CC)C. Product: [C:1]([NH:5][S:13]([C:9]1[CH:10]=[CH:11][CH:12]=[C:7]([I:6])[CH:8]=1)(=[O:15])=[O:14])([CH3:4])([CH3:3])[CH3:2].